From a dataset of Reaction yield outcomes from USPTO patents with 853,638 reactions. Predict the reaction yield, written as a fraction of the theoretical maximum amount of product (1.0 means a 100% yield; for example, 0.34 means a 34% yield). (1) The product is [Br:25][CH2:22][C:10]1[C:9]([C:5]2[CH:6]=[CH:7][CH:8]=[C:3]([O:2][CH3:1])[CH:4]=2)=[N:13][N:12]([CH2:14][O:15][CH2:16][CH2:17][Si:18]([CH3:21])([CH3:20])[CH3:19])[N:11]=1. The catalyst is C(#N)C. The reactants are [CH3:1][O:2][C:3]1[CH:4]=[C:5]([C:9]2[C:10]([CH2:22]O)=[N:11][N:12]([CH2:14][O:15][CH2:16][CH2:17][Si:18]([CH3:21])([CH3:20])[CH3:19])[N:13]=2)[CH:6]=[CH:7][CH:8]=1.C(Br)(Br)(Br)[Br:25].C1C=CC(P(C2C=CC=CC=2)C2C=CC=CC=2)=CC=1. The yield is 0.830. (2) The reactants are [CH2:1]([S:3][C:4]1[C:13]([C:14](OCC)=[O:15])=[C:12]([CH3:19])[C:11]2[C:6](=[CH:7][C:8]([C:20]([F:23])([F:22])[F:21])=[CH:9][N:10]=2)[N:5]=1)[CH3:2].C[Al](C)C.[F:28][C:29]1[CH:30]=[C:31]([CH2:35][NH2:36])[CH:32]=[CH:33][CH:34]=1. The catalyst is C1(C)C=CC=CC=1.O. The product is [CH2:1]([S:3][C:4]1[C:13]([C:14]([NH:36][CH2:35][C:31]2[CH:32]=[CH:33][CH:34]=[C:29]([F:28])[CH:30]=2)=[O:15])=[C:12]([CH3:19])[C:11]2[C:6](=[CH:7][C:8]([C:20]([F:23])([F:21])[F:22])=[CH:9][N:10]=2)[N:5]=1)[CH3:2]. The yield is 0.570.